From a dataset of Full USPTO retrosynthesis dataset with 1.9M reactions from patents (1976-2016). Predict the reactants needed to synthesize the given product. (1) Given the product [NH2:8][C:5]1[N:6]=[CH:7][C:2]([C:24]2[CH:23]=[CH:22][C:21](=[O:35])[N:20]([CH3:19])[CH:25]=2)=[N:3][C:4]=1[C:9]1[NH:13][C:12]2[CH:14]=[C:15]([CH3:18])[CH:16]=[CH:17][C:11]=2[N:10]=1, predict the reactants needed to synthesize it. The reactants are: Br[C:2]1[N:3]=[C:4]([C:9]2[NH:13][C:12]3[CH:14]=[C:15]([CH3:18])[CH:16]=[CH:17][C:11]=3[N:10]=2)[C:5]([NH2:8])=[N:6][CH:7]=1.[CH3:19][N:20]1[CH:25]=[C:24](B2OC(C)(C)C(C)(C)O2)[CH:23]=[CH:22][C:21]1=[O:35].C(=O)([O-])[O-].[K+].[K+]. (2) The reactants are: Cl.Cl.[Cl:3][C:4]1[C:8]([NH2:9])=[CH:7][N:6]([C:10]2[CH:11]=[N:12][CH:13]=[CH:14][CH:15]=2)[N:5]=1.C(N(CC)CC)C.[Cl:23][CH2:24][CH2:25][CH2:26][C:27](Cl)=[O:28].O. Given the product [Cl:23][CH2:24][CH2:25][CH2:26][C:27]([NH:9][C:8]1[C:4]([Cl:3])=[N:5][N:6]([C:10]2[CH:11]=[N:12][CH:13]=[CH:14][CH:15]=2)[CH:7]=1)=[O:28], predict the reactants needed to synthesize it. (3) Given the product [OH:25][CH:24]([C:26]1[CH:31]=[CH:30][CH:29]=[CH:28][CH:27]=1)[CH2:23][N:22]([CH2:21][C:18]1[CH:19]=[CH:20][C:15]([C:10]2[CH:11]=[CH:12][CH:13]=[CH:14][C:9]=2[C:8]([F:32])([F:33])[F:7])=[CH:16][CH:17]=1)[C:2](=[O:4])[CH3:3], predict the reactants needed to synthesize it. The reactants are: Cl.[C:2](=N)([O:4]C)[CH3:3].[F:7][C:8]([F:33])([F:32])[C:9]1[CH:14]=[CH:13][CH:12]=[CH:11][C:10]=1[C:15]1[CH:20]=[CH:19][C:18]([CH2:21][NH:22][CH2:23][CH:24]([C:26]2[CH:31]=[CH:30][CH:29]=[CH:28][CH:27]=2)[OH:25])=[CH:17][CH:16]=1. (4) Given the product [Cl:24][C:10]1[CH:9]=[C:8]([CH:13]=[CH:12][C:11]=1[O:14][CH2:15][C:16]1[CH:21]=[CH:20][C:19]([O:22][CH3:23])=[CH:18][CH:17]=1)[CH2:7][CH2:6][N:37]1[CH2:38][CH2:39][CH2:40][C@H:36]1[CH3:35], predict the reactants needed to synthesize it. The reactants are: CS(O[CH2:6][CH2:7][C:8]1[CH:13]=[CH:12][C:11]([O:14][CH2:15][C:16]2[CH:21]=[CH:20][C:19]([O:22][CH3:23])=[CH:18][CH:17]=2)=[C:10]([Cl:24])[CH:9]=1)(=O)=O.C1(S(O)(=O)=O)C=CC=CC=1.[CH3:35][C@@H:36]1[CH2:40][CH2:39][CH2:38][NH:37]1.C(=O)([O-])[O-].[K+].[K+]. (5) Given the product [I:11][C:12]1[CH:19]=[CH:18][C:15]([CH2:16][O:3][C:4]([CH3:10])([CH3:9])[C:5]([O:7][CH3:8])=[O:6])=[CH:14][CH:13]=1, predict the reactants needed to synthesize it. The reactants are: [H-].[Na+].[OH:3][C:4]([CH3:10])([CH3:9])[C:5]([O:7][CH3:8])=[O:6].[I:11][C:12]1[CH:19]=[CH:18][C:15]([CH2:16]Br)=[CH:14][CH:13]=1.[Cl-].[NH4+]. (6) Given the product [O:1]1[C:5]2[CH:6]=[CH:7][C:8]([C:10]3[CH:11]=[CH:12][C:13]([C:16]4[N:21]=[C:20]([O:22][CH2:23][CH2:24][CH2:25][CH2:26][CH2:27][O:28][C:29]5[CH:34]=[CH:33][CH:32]=[CH:31][C:30]=5[CH2:35][CH:36]([NH:41][C:42]([O:44][C:45]([CH3:48])([CH3:47])[CH3:46])=[O:43])[C:37]([OH:39])=[O:38])[CH:19]=[CH:18][CH:17]=4)=[CH:14][CH:15]=3)=[CH:9][C:4]=2[O:3][CH2:2]1, predict the reactants needed to synthesize it. The reactants are: [O:1]1[C:5]2[CH:6]=[CH:7][C:8]([C:10]3[CH:15]=[CH:14][C:13]([C:16]4[N:21]=[C:20]([O:22][CH2:23][CH2:24][CH2:25][CH2:26][CH2:27][O:28][C:29]5[CH:34]=[CH:33][CH:32]=[CH:31][C:30]=5[CH2:35][CH:36]([NH:41][C:42]([O:44][C:45]([CH3:48])([CH3:47])[CH3:46])=[O:43])[C:37]([O:39]C)=[O:38])[CH:19]=[CH:18][CH:17]=4)=[CH:12][CH:11]=3)=[CH:9][C:4]=2[O:3][CH2:2]1.O.[OH-].[Li+].